This data is from Full USPTO retrosynthesis dataset with 1.9M reactions from patents (1976-2016). The task is: Predict the reactants needed to synthesize the given product. (1) Given the product [C:1]([CH:3]1[CH2:6][N:5]([C:7](=[O:40])[C@H:8]([NH:10][C:11]([C:13]2[C:21]3[C:16](=[N:17][CH:18]=[C:19]([C:22]4[S:30][C:29]5[C:24](=[N:25][CH:26]=[CH:27][C:28]=5[N:57]5[CH2:58][CH2:63][CH2:55][CH2:56]5)[CH:23]=4)[N:20]=3)[NH:15][CH:14]=2)=[O:12])[CH3:9])[CH2:4]1)#[N:2], predict the reactants needed to synthesize it. The reactants are: [C:1]([CH:3]1[CH2:6][N:5]([C:7](=[O:40])[C@H:8]([NH:10][C:11]([C:13]2[C:21]3[C:16](=[N:17][CH:18]=[C:19]([C:22]4[S:30][C:29]5[C:24](=[N:25][CH:26]=[CH:27][C:28]=5Cl)[CH:23]=4)[N:20]=3)[N:15](COCC[Si](C)(C)C)[CH:14]=2)=[O:12])[CH3:9])[CH2:4]1)#[N:2].C(C1CN(C(=O)[C@H](NC([C:55]2[C:63]3[C:58](=NC=C(C4SC5C(=NC=CC=5Cl)C=4)N=3)[N:57](COCC[Si](C)(C)C)[CH:56]=2)=O)C2CC2)C1)#N. (2) Given the product [Cl:1][C:2]1[C:11](/[C:12](=[N:30]/[S@@:28]([C:25]([CH3:27])([CH3:26])[CH3:24])=[O:29])/[CH3:13])=[CH:10][C:9]2[C:4](=[CH:5][C:6]([O:16][CH2:17][C:18]3[CH:23]=[CH:22][CH:21]=[CH:20][N:19]=3)=[C:7]([Cl:15])[CH:8]=2)[N:3]=1, predict the reactants needed to synthesize it. The reactants are: [Cl:1][C:2]1[C:11]([C:12](=O)[CH3:13])=[CH:10][C:9]2[C:4](=[CH:5][C:6]([O:16][CH2:17][C:18]3[CH:23]=[CH:22][CH:21]=[CH:20][N:19]=3)=[C:7]([Cl:15])[CH:8]=2)[N:3]=1.[CH3:24][C:25]([S@:28]([NH2:30])=[O:29])([CH3:27])[CH3:26].C1(C)C=CC=CC=1. (3) Given the product [C:35]([O:34][C:32]([N:29]1[CH2:28][CH2:27][N:26]([C:20]2[CH:21]=[CH:22][C:23]([Cl:25])=[CH:24][C:19]=2[CH:18]2[CH2:50][C:49](=[O:51])[NH:48][CH:47]([C:45]3[CH:46]=[C:41]([F:40])[CH:42]=[CH:43][C:44]=3[CH3:56])[C:10]32[C:11]2[C:16](=[CH:15][C:14]([Cl:17])=[CH:13][CH:12]=2)[NH:8][C:9]3=[O:39])[CH2:31][CH2:30]1)=[O:33])([CH3:38])([CH3:36])[CH3:37], predict the reactants needed to synthesize it. The reactants are: C(OC([N:8]1[C:16]2[C:11](=[CH:12][CH:13]=[C:14]([Cl:17])[CH:15]=2)/[C:10](=[CH:18]/[C:19]2[CH:24]=[C:23]([Cl:25])[CH:22]=[CH:21][C:20]=2[N:26]2[CH2:31][CH2:30][N:29]([C:32]([O:34][C:35]([CH3:38])([CH3:37])[CH3:36])=[O:33])[CH2:28][CH2:27]2)/[C:9]1=[O:39])=O)(C)(C)C.[F:40][C:41]1[CH:42]=[CH:43][C:44]([CH3:56])=[C:45]([CH:47]=[N:48][C:49]([O:51][Si](C)(C)C)=[CH2:50])[CH:46]=1. (4) Given the product [CH:11]([O:10][C:7]1[CH:6]=[CH:5][C:4]([C:3](=[O:14])[CH2:17][C:18]#[N:19])=[CH:9][CH:8]=1)([CH3:12])[CH3:13], predict the reactants needed to synthesize it. The reactants are: CO[C:3](=[O:14])[C:4]1[CH:9]=[CH:8][C:7]([O:10][CH:11]([CH3:13])[CH3:12])=[CH:6][CH:5]=1.[H-].[Na+].[CH3:17][C:18]#[N:19].Cl. (5) The reactants are: C(OC(=O)[NH:7][C@@H:8]1[C:14](=[O:15])[NH:13][C:12]2[CH:16]=[CH:17][CH:18]=[CH:19][C:11]=2[O:10][C@@H:9]1[CH2:20][CH3:21])(C)(C)C.P(=O)(O)(O)O. Given the product [NH2:7][C@@H:8]1[C:14](=[O:15])[NH:13][C:12]2[CH:16]=[CH:17][CH:18]=[CH:19][C:11]=2[O:10][C@@H:9]1[CH2:20][CH3:21], predict the reactants needed to synthesize it. (6) Given the product [Br:24][C:19]1[CH:18]=[C:17]([CH:8]2[C:9]3[C:14](=[O:15])[NH:13][N:12]([CH3:16])[C:10]=3[NH:11][C:6]3[CH2:5][O:26][C:25](=[O:27])[C:7]2=3)[CH:22]=[CH:21][C:20]=1[F:23], predict the reactants needed to synthesize it. The reactants are: C(O[CH2:5][C:6]1[NH:11][C:10]2[N:12]([CH3:16])[NH:13][C:14](=[O:15])[C:9]=2[CH:8]([C:17]2[CH:22]=[CH:21][C:20]([F:23])=[C:19]([Br:24])[CH:18]=2)[C:7]=1[C:25]([O:27]CC)=[O:26])(=O)C.C(=O)([O-])[O-].[K+].[K+].